From a dataset of Full USPTO retrosynthesis dataset with 1.9M reactions from patents (1976-2016). Predict the reactants needed to synthesize the given product. Given the product [F:8][C:5]1[CH:6]=[CH:7][C:2]([NH:1][C:18](=[O:19])[C:17]([CH3:22])([CH3:21])[CH3:16])=[N:3][CH:4]=1, predict the reactants needed to synthesize it. The reactants are: [NH2:1][C:2]1[CH:7]=[CH:6][C:5]([F:8])=[CH:4][N:3]=1.C(N(CC)CC)C.[CH3:16][C:17]([CH3:22])([CH3:21])[C:18](Cl)=[O:19].C([O-])(O)=O.[Na+].